Dataset: Full USPTO retrosynthesis dataset with 1.9M reactions from patents (1976-2016). Task: Predict the reactants needed to synthesize the given product. (1) Given the product [Cl:17][C:15]1[CH:16]=[C:11]([N:3]2[CH2:4][CH2:5][CH2:6][C:2]2([CH3:7])[CH3:1])[C:12]2[N:13]([CH:18]=[CH:19][N:20]=2)[N:14]=1, predict the reactants needed to synthesize it. The reactants are: [CH3:1][C:2]1([CH3:7])[CH2:6][CH2:5][CH2:4][NH:3]1.[H-].[Na+].Br[C:11]1[C:12]2[N:13]([CH:18]=[CH:19][N:20]=2)[N:14]=[C:15]([Cl:17])[CH:16]=1. (2) The reactants are: [Cl:1][C:2]1[CH:7]=[CH:6][C:5]([O:8][C:9](=[O:21])[N:10]([CH2:12][C@H:13]2[CH2:18][CH2:17][C@H:16]([CH2:19][OH:20])[CH2:15][CH2:14]2)[CH3:11])=[CH:4][CH:3]=1.[CH3:22][S:23](Cl)(=[O:25])=[O:24]. Given the product [Cl:1][C:2]1[CH:3]=[CH:4][C:5]([O:8][C:9]([N:10]([CH2:12][C@H:13]2[CH2:18][CH2:17][C@H:16]([CH2:19][O:20][S:23]([CH3:22])(=[O:25])=[O:24])[CH2:15][CH2:14]2)[CH3:11])=[O:21])=[CH:6][CH:7]=1, predict the reactants needed to synthesize it. (3) Given the product [CH3:9][N:8]1[C:32]([C:30]2[CH:29]=[N:28][N:27]([CH3:26])[CH:31]=2)=[N:1][C:2]2[C:7]1=[N:6][CH:5]=[N:4][C:3]=2[N:10]1[CH2:11][CH2:12][CH:13]([N:16]2[C:20]3[CH:21]=[CH:22][CH:23]=[CH:24][C:19]=3[NH:18][C:17]2=[O:25])[CH2:14][CH2:15]1, predict the reactants needed to synthesize it. The reactants are: [NH2:1][C:2]1[C:3]([N:10]2[CH2:15][CH2:14][CH:13]([N:16]3[C:20]4[CH:21]=[CH:22][CH:23]=[CH:24][C:19]=4[NH:18][C:17]3=[O:25])[CH2:12][CH2:11]2)=[N:4][CH:5]=[N:6][C:7]=1[NH:8][CH3:9].[CH3:26][N:27]1[CH:31]=[C:30]([CH:32]=O)[CH:29]=[N:28]1.Cl. (4) Given the product [Cl:8][C:9]1[CH:10]=[CH:11][C:12]([C:15]2[CH:20]=[CH:19][C:18]([NH:21][C:22](=[O:33])/[CH:23]=[CH:24]/[C:25]3[CH:30]=[CH:29][C:28]([CH2:31][NH:7][CH:1]4[CH2:6][CH2:5][CH2:4][CH2:3][CH2:2]4)=[CH:27][CH:26]=3)=[CH:17][CH:16]=2)=[CH:13][CH:14]=1, predict the reactants needed to synthesize it. The reactants are: [CH:1]1([NH2:7])[CH2:6][CH2:5][CH2:4][CH2:3][CH2:2]1.[Cl:8][C:9]1[CH:14]=[CH:13][C:12]([C:15]2[CH:20]=[CH:19][C:18]([NH:21][C:22](=[O:33])/[CH:23]=[CH:24]/[C:25]3[CH:30]=[CH:29][C:28]([CH2:31]Cl)=[CH:27][CH:26]=3)=[CH:17][CH:16]=2)=[CH:11][CH:10]=1. (5) Given the product [C:37]([O:40][CH2:41][CH2:42][N:8]1[C:7]([CH2:17][N:18]2[CH2:23][CH2:22][CH:21]([C:24]([OH:27])([CH3:26])[CH3:25])[CH2:20][CH2:19]2)=[N:6][C:5]2[C:9]1=[N:10][C:2]([Cl:1])=[N:3][C:4]=2[N:28]1[CH2:29][CH2:30][O:31][CH2:32][CH2:33]1)(=[O:39])[CH3:38], predict the reactants needed to synthesize it. The reactants are: [Cl:1][C:2]1[N:10]=[C:9]2[C:5]([N:6]=[C:7]([CH2:17][N:18]3[CH2:23][CH2:22][CH:21]([C:24]([OH:27])([CH3:26])[CH3:25])[CH2:20][CH2:19]3)[N:8]2C2CCCCO2)=[C:4]([N:28]2[CH2:33][CH2:32][O:31][CH2:30][CH2:29]2)[N:3]=1.Cl.[H-].[Na+].[C:37]([O:40][CH2:41][CH2:42]Br)(=[O:39])[CH3:38]. (6) Given the product [C:44]([O:48][C:49](=[O:50])[NH:1][CH2:4][CH2:5][CH:6]([O:7][C:8]1[C:9]([C:10]#[N:11])=[CH:12][CH:13]=[C:14]([C:16]([F:19])([F:18])[F:17])[N:15]=1)[C:20]([F:23])([F:22])[F:21])([CH3:47])([CH3:46])[CH3:45], predict the reactants needed to synthesize it. The reactants are: [N:1]([CH2:4][CH2:5][CH:6]([C:20]([F:23])([F:22])[F:21])[O:7][C:8]1[N:15]=[C:14]([C:16]([F:19])([F:18])[F:17])[CH:13]=[CH:12][C:9]=1[C:10]#[N:11])=[N+]=[N-].O.C1(P(C2C=CC=CC=2)C2C=CC=CC=2)C=CC=CC=1.[C:44]([O:48][C:49](O[C:49]([O:48][C:44]([CH3:47])([CH3:46])[CH3:45])=[O:50])=[O:50])([CH3:47])([CH3:46])[CH3:45]. (7) Given the product [CH:19]1([CH2:25][N:26]2[C:30]([CH2:31][CH2:32][N:33]3[CH2:34][CH2:35][N:36]([C:39]4[CH:44]=[CH:43][CH:42]=[CH:41][C:40]=4[O:45][CH3:46])[CH2:37][CH2:38]3)=[N:29][N:28]([CH2:1][CH3:2])[C:27]2=[O:47])[CH2:24][CH2:23][CH2:22][CH2:21][CH2:20]1, predict the reactants needed to synthesize it. The reactants are: [CH3:1][CH2:2]N(P1(N(C)CCCN1C)=NC(C)(C)C)CC.[CH:19]1([CH2:25][N:26]2[C:30]([CH2:31][CH2:32][N:33]3[CH2:38][CH2:37][N:36]([C:39]4[CH:44]=[CH:43][CH:42]=[CH:41][C:40]=4[O:45][CH3:46])[CH2:35][CH2:34]3)=[N:29][NH:28][C:27]2=[O:47])[CH2:24][CH2:23][CH2:22][CH2:21][CH2:20]1.C(I)C. (8) Given the product [C:1]([C:5]1[CH:9]=[C:8]([NH:10][C:11]([NH:13][C:14]2[CH:19]=[C:18]([C:20]3[C:31](=[O:32])[N:30]([CH3:33])[C:23]4[N:24]=[C:25]([NH:37][CH3:36])[N:26]=[CH:27][C:22]=4[CH:21]=3)[C:17]([CH3:34])=[CH:16][C:15]=2[F:35])=[O:12])[O:7][N:6]=1)([CH3:4])([CH3:3])[CH3:2], predict the reactants needed to synthesize it. The reactants are: [C:1]([C:5]1[CH:9]=[C:8]([NH:10][C:11]([NH:13][C:14]2[CH:19]=[C:18]([C:20]3[C:31](=[O:32])[N:30]([CH3:33])[C:23]4[N:24]=[C:25](SC)[N:26]=[CH:27][C:22]=4[CH:21]=3)[C:17]([CH3:34])=[CH:16][C:15]=2[F:35])=[O:12])[O:7][N:6]=1)([CH3:4])([CH3:3])[CH3:2].[CH3:36][NH2:37].